Predict the reaction yield, written as a fraction of the theoretical maximum amount of product (1.0 means a 100% yield; for example, 0.34 means a 34% yield). From a dataset of Reaction yield outcomes from USPTO patents with 853,638 reactions. (1) The reactants are [Br:1][C:2]1[CH:7]=[C:6]([NH2:8])[C:5]([NH2:9])=[C:4]([F:10])[CH:3]=1.[O:11]1[C:16]2[CH:17]=[CH:18][CH:19]=[CH:20][C:15]=2[O:14][CH2:13][CH:12]1[C:21](O)=O.CN(C(ON1N=NC2C=CC=NC1=2)=[N+](C)C)C.F[P-](F)(F)(F)(F)F.CCN(C(C)C)C(C)C. The catalyst is CN(C=O)C.C(O)(=O)C. The product is [Br:1][C:2]1[CH:3]=[C:4]([F:10])[C:5]2[N:9]=[C:21]([CH:12]3[O:11][C:16]4[CH:17]=[CH:18][CH:19]=[CH:20][C:15]=4[O:14][CH2:13]3)[NH:8][C:6]=2[CH:7]=1. The yield is 0.790. (2) The reactants are [CH3:1][C:2]1([CH3:21])[C:11]2[C:6](=[CH:7][CH:8]=[C:9](OS(C(F)(F)F)(=O)=O)[CH:10]=2)[C:5](=[O:20])[CH2:4][CH2:3]1.[CH3:22][Si:23](C#C)([CH3:25])[CH3:24].[CH2:28](N(CC)CC)[CH3:29]. The catalyst is O1CCCC1.C(OCC)C.[Cu]I.Cl[Pd](Cl)([P](C1C=CC=CC=1)(C1C=CC=CC=1)C1C=CC=CC=1)[P](C1C=CC=CC=1)(C1C=CC=CC=1)C1C=CC=CC=1. The product is [CH3:1][C:2]1([CH3:21])[C:11]2[C:6](=[CH:7][CH:8]=[C:9]([Si:23]([CH3:25])([CH3:24])[CH3:22])[CH:10]=2)[C:5](=[O:20])[CH:4]([C:28]#[CH:29])[CH2:3]1. The yield is 0.720. (3) The reactants are [CH3:1][C:2]1[CH:7]=[C:6]([O:8][CH2:9][CH2:10][CH3:11])[CH:5]=[CH:4][C:3]=1[N+:12]([O-])=O.CO. The catalyst is CCOC(C)=O.[Pd]. The product is [CH3:1][C:2]1[CH:7]=[C:6]([O:8][CH2:9][CH2:10][CH3:11])[CH:5]=[CH:4][C:3]=1[NH2:12]. The yield is 0.850. (4) The reactants are [Cl:1][C:2]1[CH:7]=[CH:6][C:5]([CH:8]2[CH2:12][N:11]([C:13]([CH:15]3[CH2:20][CH2:19][NH:18][CH2:17][CH2:16]3)=[O:14])[CH2:10][CH:9]2[N:21]([CH3:36])[C:22](=[O:35])[C:23]2[CH:28]=[CH:27][C:26]([O:29][CH3:30])=[C:25]([C:31]([F:34])([F:33])[F:32])[CH:24]=2)=[CH:4][CH:3]=1.C(O[BH-](O[C:47](=O)[CH3:48])OC(=O)C)(=O)C.[Na+].[C:51](=O)([O-])[O-].[Na+].[Na+]. The catalyst is ClCCl.C(OCC)(=O)C. The product is [Cl:1][C:2]1[CH:3]=[CH:4][C:5]([CH:8]2[CH2:12][N:11]([C:13]([CH:15]3[CH2:20][CH2:19][N:18]([CH:47]([CH3:48])[CH3:51])[CH2:17][CH2:16]3)=[O:14])[CH2:10][CH:9]2[N:21]([CH3:36])[C:22](=[O:35])[C:23]2[CH:28]=[CH:27][C:26]([O:29][CH3:30])=[C:25]([C:31]([F:33])([F:32])[F:34])[CH:24]=2)=[CH:6][CH:7]=1. The yield is 0.730.